From a dataset of Forward reaction prediction with 1.9M reactions from USPTO patents (1976-2016). Predict the product of the given reaction. (1) Given the reactants [CH3:1][C:2]1[CH:7]=[CH:6][C:5]2[O:8][CH2:9][C:10]([CH2:12][O:13][C:4]=2[CH:3]=1)=[O:11].[CH3:14][O:15][C:16]1[CH:23]=[C:22]([O:24][CH3:25])[CH:21]=[CH:20][C:17]=1[CH:18]=O, predict the reaction product. The product is: [CH3:14][O:15][C:16]1[CH:23]=[C:22]([O:24][CH3:25])[CH:21]=[CH:20][C:17]=1/[CH:18]=[C:9]1/[C:10](=[O:11])/[C:12](=[CH:18]/[C:17]2[CH:20]=[CH:21][C:22]([O:24][CH3:25])=[CH:23][C:16]=2[O:15][CH3:14])/[O:13][C:4]2[CH:3]=[C:2]([CH3:1])[CH:7]=[CH:6][C:5]=2[O:8]/1. (2) Given the reactants Cl.[F:2][C:3]1[C:4]([O:13][CH3:14])=[C:5]([C@@H:9]2[CH2:11][C@H:10]2[NH2:12])[CH:6]=[CH:7][CH:8]=1.[CH:15]([CH:17]1[CH2:22][CH2:21][N:20]([C:23]([O:25][C:26]([CH3:29])([CH3:28])[CH3:27])=[O:24])[CH2:19][CH2:18]1)=O.[BH-](OC(C)=O)(OC(C)=O)OC(C)=O.[Na+], predict the reaction product. The product is: [F:2][C:3]1[C:4]([O:13][CH3:14])=[C:5]([C@@H:9]2[CH2:11][C@H:10]2[NH:12][CH2:15][CH:17]2[CH2:22][CH2:21][N:20]([C:23]([O:25][C:26]([CH3:27])([CH3:29])[CH3:28])=[O:24])[CH2:19][CH2:18]2)[CH:6]=[CH:7][CH:8]=1. (3) The product is: [F:9][C:10]1[CH:11]=[CH:12][C:13]([C:14]([N:16]2[CH2:21][CH2:20][N:19]3[N:22]=[C:23]([CH2:25][O:26][C:27]4[CH:32]=[CH:31][CH:30]=[CH:29][CH:28]=4)[C:24]([I:1])=[C:18]3[CH2:17]2)=[O:15])=[CH:33][CH:34]=1. Given the reactants [I:1]N1C(=O)CCC1=O.[F:9][C:10]1[CH:34]=[CH:33][C:13]([C:14]([N:16]2[CH2:21][CH2:20][N:19]3[N:22]=[C:23]([CH2:25][O:26][C:27]4[CH:32]=[CH:31][CH:30]=[CH:29][CH:28]=4)[CH:24]=[C:18]3[CH2:17]2)=[O:15])=[CH:12][CH:11]=1, predict the reaction product. (4) Given the reactants [C:1](#[N:10])[CH:2]=[CH:3][C:4]1[CH:9]=[CH:8][CH:7]=[CH:6][CH:5]=1.[CH3:11][C:12]1[NH:16][N:15]=[C:14]([NH2:17])[CH:13]=1.[NH:18]1[CH2:23][CH2:22][CH2:21][CH2:20][CH2:19]1, predict the reaction product. The product is: [CH3:11][C:12]1[NH:16][N:15]=[C:14]([NH:17][C:3]2[CH:2]=[C:1]([N:18]3[CH2:23][CH2:22][CH2:21][CH2:20][CH2:19]3)[N:10]=[C:1]([CH:2]=[CH:3][C:4]3[CH:9]=[CH:8][CH:7]=[CH:6][CH:5]=3)[N:10]=2)[CH:13]=1. (5) Given the reactants [Cl:1]N1C(=O)CCC1=O.[NH:9]1[C:17]2[C:12](=[CH:13][C:14]([O:18][C:19]3[CH:29]=[C:28]([F:30])[CH:27]=[CH:26][C:20]=3[C:21]([O:23][CH2:24][CH3:25])=[O:22])=[CH:15][CH:16]=2)[CH:11]=[CH:10]1, predict the reaction product. The product is: [Cl:1][C:11]1[C:12]2[C:17](=[CH:16][CH:15]=[C:14]([O:18][C:19]3[CH:29]=[C:28]([F:30])[CH:27]=[CH:26][C:20]=3[C:21]([O:23][CH2:24][CH3:25])=[O:22])[CH:13]=2)[NH:9][CH:10]=1. (6) Given the reactants [CH3:1][O:2][C:3](=[O:24])[C:4]1[CH:9]=[C:8]([C:10]([CH3:12])=[CH2:11])[C:7]([NH2:13])=[C:6]([F:14])[C:5]=1[NH:15][C:16]1[CH:21]=[CH:20][C:19]([Cl:22])=[CH:18][C:17]=1[Cl:23].OS(O)(=O)=O.[N:30]([O-])=O.[Na+], predict the reaction product. The product is: [CH3:1][O:2][C:3]([C:4]1[CH:9]=[C:8]2[C:7](=[C:6]([F:14])[C:5]=1[NH:15][C:16]1[CH:21]=[CH:20][C:19]([Cl:22])=[CH:18][C:17]=1[Cl:23])[N:13]=[N:30][CH:11]=[C:10]2[CH3:12])=[O:24].